From a dataset of Catalyst prediction with 721,799 reactions and 888 catalyst types from USPTO. Predict which catalyst facilitates the given reaction. Reactant: [C:1]([C:5]1[O:6][C:7]2[C:13]([S:14](Cl)(=[O:16])=[O:15])=[C:12]([Cl:18])[CH:11]=[CH:10][C:8]=2[N:9]=1)([CH3:4])([CH3:3])[CH3:2].C(N(CC)CC)C.[N:26]1([CH:32]2[CH2:37][CH2:36][NH:35][CH2:34][CH2:33]2)[CH2:31][CH2:30][CH2:29][CH2:28][CH2:27]1. Product: [C:1]([C:5]1[O:6][C:7]2[C:13]([S:14]([N:35]3[CH2:36][CH2:37][CH:32]([N:26]4[CH2:31][CH2:30][CH2:29][CH2:28][CH2:27]4)[CH2:33][CH2:34]3)(=[O:16])=[O:15])=[C:12]([Cl:18])[CH:11]=[CH:10][C:8]=2[N:9]=1)([CH3:4])([CH3:3])[CH3:2]. The catalyst class is: 1.